From a dataset of Reaction yield outcomes from USPTO patents with 853,638 reactions. Predict the reaction yield, written as a fraction of the theoretical maximum amount of product (1.0 means a 100% yield; for example, 0.34 means a 34% yield). (1) The reactants are [CH2:1]([C:8]1[CH:12]=[C:11]([NH2:13])[N:10]([C:14]2[CH:19]=[CH:18][CH:17]=[C:16]([F:20])[CH:15]=2)[N:9]=1)[C:2]1[CH:7]=[CH:6][CH:5]=[CH:4][CH:3]=1.C(=O)([O-])[O-].[K+].[K+].Cl[C:28]([O:30][C:31]1[CH:36]=[CH:35][CH:34]=[CH:33][CH:32]=1)=[O:29]. The catalyst is C1COCC1. The product is [CH2:1]([C:8]1[CH:12]=[C:11]([NH:13][C:28](=[O:29])[O:30][C:31]2[CH:36]=[CH:35][CH:34]=[CH:33][CH:32]=2)[N:10]([C:14]2[CH:19]=[CH:18][CH:17]=[C:16]([F:20])[CH:15]=2)[N:9]=1)[C:2]1[CH:3]=[CH:4][CH:5]=[CH:6][CH:7]=1. The yield is 0.850. (2) The reactants are [Cl:1][C:2]1[C:3]([C:10]2[S:14][C:13]([NH:15][C:16]3[CH:21]=[CH:20][C:19](F)=[CH:18][CH:17]=3)=[N:12][N:11]=2)=[N:4][C:5](SC)=[N:6][CH:7]=1.OOS([O-])=O.[K+].[NH2:29][CH2:30][CH2:31][N:32]1[C:36]([CH3:38])([CH3:37])[C:35](=[O:39])[NH:34][C:33]1=[O:40].C(N(C(C)C)CC)(C)C. The product is [Cl:1][C:2]1[C:3]([C:10]2[S:14][C:13]([NH:15][C:16]3[CH:21]=[CH:20][CH:19]=[CH:18][CH:17]=3)=[N:12][N:11]=2)=[N:4][C:5]([NH:29][CH2:30][CH2:31][N:32]2[C:36]([CH3:37])([CH3:38])[C:35](=[O:39])[NH:34][C:33]2=[O:40])=[N:6][CH:7]=1. The yield is 0.670. The catalyst is CC(C)=O.O.CC(O)C. (3) The reactants are [CH2:1]([O:3][C:4]([C:6]1[N:7]([CH2:11][O:12][CH2:13][CH2:14][Si:15]([CH3:18])([CH3:17])[CH3:16])[CH:8]=[CH:9][N:10]=1)=[O:5])[CH3:2].C1C(=O)N([Br:26])C(=O)C1. The catalyst is CC#N. The product is [CH2:1]([O:3][C:4]([C:6]1[N:7]([CH2:11][O:12][CH2:13][CH2:14][Si:15]([CH3:17])([CH3:16])[CH3:18])[CH:8]=[C:9]([Br:26])[N:10]=1)=[O:5])[CH3:2]. The yield is 0.390. (4) The reactants are [CH3:1][O:2][C:3]1[CH:27]=[CH:26][C:6]([CH2:7][CH2:8][C:9]([CH2:18][CH2:19][C:20]2[CH:25]=[CH:24][CH:23]=[CH:22][CH:21]=2)(C(OC)=O)[C:10]([O:12][CH3:13])=[O:11])=[CH:5][CH:4]=1.O.[Na+].[Cl-]. The catalyst is CS(C)=O.[Cl-].[Na+].O. The product is [CH3:1][O:2][C:3]1[CH:4]=[CH:5][C:6]([CH2:7][CH2:8][CH:9]([CH2:18][CH2:19][C:20]2[CH:21]=[CH:22][CH:23]=[CH:24][CH:25]=2)[C:10]([O:12][CH3:13])=[O:11])=[CH:26][CH:27]=1. The yield is 0.750. (5) The reactants are [Br:1][C:2]1[CH:10]=[CH:9][CH:8]=[C:7]2[C:3]=1[C:4](O)([C:19]1[C:20]([OH:28])=[CH:21][C:22]3[O:26][CH2:25][CH2:24][C:23]=3[CH:27]=1)[C:5](=[O:18])[N:6]2[CH2:11][C:12]1[CH:17]=[CH:16][CH:15]=[CH:14][N:13]=1.C(N(CC)CC)C.O=S(Cl)Cl. The catalyst is ClCCl.C(O)(=O)C.O1CCCC1.[Zn]. The product is [Br:1][C:2]1[CH:10]=[CH:9][CH:8]=[C:7]2[C:3]=1[CH:4]([C:19]1[C:20]([OH:28])=[CH:21][C:22]3[O:26][CH2:25][CH2:24][C:23]=3[CH:27]=1)[C:5](=[O:18])[N:6]2[CH2:11][C:12]1[CH:17]=[CH:16][CH:15]=[CH:14][N:13]=1. The yield is 0.770. (6) The reactants are [CH3:1][C:2](C)([O-:4])[CH3:3].[K+].[C:7]([OH:11])(C)(C)C.[F:12][C:13]1[CH:20]=[CH:19][C:16]([CH2:17]Br)=[CH:15][CH:14]=1.[O:21]1CCC[CH2:22]1. No catalyst specified. The product is [F:12][C:13]1[CH:20]=[CH:19][C:16]([CH2:17][CH:1]([C:2](=[O:4])[CH3:3])[C:22]([O:11][CH3:7])=[O:21])=[CH:15][CH:14]=1. The yield is 0.750. (7) The reactants are [CH3:1][C:2]1([CH3:19])[O:7][CH:6]([C:8]2[CH:17]=[CH:16][C:11]([C:12]([O:14][CH3:15])=[O:13])=[CH:10][CH:9]=2)[CH2:5][C:4](=[O:18])[CH2:3]1.[BH4-].[Na+]. The catalyst is CO. The product is [OH:18][C@@H:4]1[CH2:3][C:2]([CH3:19])([CH3:1])[O:7][C@@H:6]([C:8]2[CH:17]=[CH:16][C:11]([C:12]([O:14][CH3:15])=[O:13])=[CH:10][CH:9]=2)[CH2:5]1. The yield is 0.790. (8) The reactants are [CH3:1][NH:2][CH2:3][CH2:4][CH:5]([O:12][C:13]1[CH:14]=[CH:15][C:16]([C:19]([F:22])([F:21])[F:20])=[CH:17][CH:18]=1)[C:6]1[CH:7]=[CH:8][CH:9]=[CH:10][CH:11]=1.[ClH:23].[C:24]([OH:32])(=[O:31])[C:25]1[CH:30]=[CH:29][CH:28]=[CH:27][CH:26]=1. The catalyst is C(#N)C. The product is [CH3:1][NH:2][CH2:3][CH2:4][CH:5]([O:12][C:13]1[CH:18]=[CH:17][C:16]([C:19]([F:20])([F:22])[F:21])=[CH:15][CH:14]=1)[C:6]1[CH:7]=[CH:8][CH:9]=[CH:10][CH:11]=1.[ClH:23].[C:24]([OH:32])(=[O:31])[C:25]1[CH:30]=[CH:29][CH:28]=[CH:27][CH:26]=1. The yield is 0.800. (9) The reactants are Cl[C:2]1[CH:3]=[N:4][C:5]2[CH2:6][CH2:7][CH2:8][C:9]=2[CH:10]=1.C(=O)([O-])[O-].[Na+].[Na+].[CH3:17][N:18]1CCCC1=O. The catalyst is C([O-])(=O)C.[Pd+2].C([O-])(=O)C.C(P(C12CC3CC(CC(C3)C1)C2)C12CC3CC(CC(C3)C1)C2)CCC. The product is [N:4]1[C:5]2[CH2:6][CH2:7][CH2:8][C:9]=2[CH:10]=[C:2]([C:17]#[N:18])[CH:3]=1. The yield is 0.720.